Dataset: Full USPTO retrosynthesis dataset with 1.9M reactions from patents (1976-2016). Task: Predict the reactants needed to synthesize the given product. (1) The reactants are: [CH:1]12[O:10][CH:7]([CH2:8][CH2:9]1)[CH:6]1[CH:2]2[C:3](=[O:12])[CH2:4][C:5]1=[O:11].[CH3:13]O. Given the product [CH3:13][O:12][C:3]1[CH:2]2[CH:6]([CH:7]3[O:10][CH:1]2[CH2:9][CH2:8]3)[C:5](=[O:11])[CH:4]=1, predict the reactants needed to synthesize it. (2) Given the product [CH3:27][S:28]([O:1][C:2]1[CH:3]=[CH:4][C:5]([CH:8]2[CH2:21][C:20]3[CH:19]=[C:18]([CH2:22][CH2:23][CH2:24][O:25][S:28]([CH3:27])(=[O:30])=[O:29])[C:17]([O:26][S:28]([CH3:27])(=[O:30])=[O:29])=[CH:16][C:15]=3[CH:14]3[CH:9]2[CH2:10][CH2:11][CH2:12][CH2:13]3)=[CH:6][CH:7]=1)(=[O:30])=[O:29], predict the reactants needed to synthesize it. The reactants are: [OH:1][C:2]1[CH:7]=[CH:6][C:5]([CH:8]2[CH2:21][C:20]3[CH:19]=[C:18]([CH2:22][CH2:23][CH2:24][OH:25])[C:17]([OH:26])=[CH:16][C:15]=3[CH:14]3[CH:9]2[CH2:10][CH2:11][CH2:12][CH2:13]3)=[CH:4][CH:3]=1.[CH3:27][S:28](Cl)(=[O:30])=[O:29].C(N(CC)CC)C.CNC1C=CC=C(NC)N=1. (3) Given the product [F:32][CH2:24][C:10]1[CH:11]=[C:12]([C:13]2[CH:23]=[CH:22][C:16]3[O:17][CH2:18][C:19](=[O:21])[NH:20][C:15]=3[CH:14]=2)[N:8]([C:5]2[CH:4]=[CH:3][C:2]([F:1])=[CH:7][CH:6]=2)[N:9]=1, predict the reactants needed to synthesize it. The reactants are: [F:1][C:2]1[CH:7]=[CH:6][C:5]([N:8]2[C:12]([C:13]3[CH:23]=[CH:22][C:16]4[O:17][CH2:18][C:19](=[O:21])[NH:20][C:15]=4[CH:14]=3)=[CH:11][C:10]([CH2:24]O)=[N:9]2)=[CH:4][CH:3]=1.C(N(S(F)(F)[F:32])CC)C. (4) Given the product [NH2:1][C:2]1[C:11]2[N:12]=[C:13]([CH2:31][CH2:32][CH2:33][CH3:34])[N:14]([CH2:15][CH2:16][CH2:17][N:18]([CH2:19][C:20]3[CH:21]=[CH:22][C:23]([CH2:26][C:27]([O:29][CH3:30])=[O:28])=[CH:24][CH:25]=3)[C:35](=[O:37])[CH3:36])[C:10]=2[C:9]2[CH:8]=[CH:7][CH:6]=[CH:5][C:4]=2[N:3]=1, predict the reactants needed to synthesize it. The reactants are: [NH2:1][C:2]1[C:11]2[N:12]=[C:13]([CH2:31][CH2:32][CH2:33][CH3:34])[N:14]([CH2:15][CH2:16][CH2:17][NH:18][CH2:19][C:20]3[CH:25]=[CH:24][C:23]([CH2:26][C:27]([O:29][CH3:30])=[O:28])=[CH:22][CH:21]=3)[C:10]=2[C:9]2[CH:8]=[CH:7][CH:6]=[CH:5][C:4]=2[N:3]=1.[C:35](Cl)(=[O:37])[CH3:36]. (5) Given the product [CH2:39]([N:34]1[C:35]2[C:31](=[C:30]([NH:29][C:27]([NH:26][C:24]3[CH:25]=[C:20]([S:17]([CH3:16])(=[O:18])=[O:19])[CH:21]=[CH:22][C:23]=3[O:40][CH3:41])=[S:28])[CH:38]=[CH:37][CH:36]=2)[CH:32]=[N:33]1)[CH3:2], predict the reactants needed to synthesize it. The reactants are: N(C1C=C(S(C)(=O)=O)C=CC=1OC)=[C:2]=S.[CH3:16][S:17]([C:20]1[CH:21]=[CH:22][C:23]([O:40][CH3:41])=[C:24]([NH:26][C:27]([NH:29][C:30]2[CH:38]=[CH:37][CH:36]=[C:35]3[C:31]=2[CH:32]=[N:33][N:34]3[CH3:39])=[S:28])[CH:25]=1)(=[O:19])=[O:18].